From a dataset of Full USPTO retrosynthesis dataset with 1.9M reactions from patents (1976-2016). Predict the reactants needed to synthesize the given product. The reactants are: [NH:1]1[C:9]2[C:4](=[CH:5][CH:6]=[CH:7][CH:8]=2)[C:3]([CH:10]2[CH2:15][CH2:14][N:13]([C:16]([O:18][C:19]([CH3:22])([CH3:21])[CH3:20])=[O:17])[CH2:12][CH2:11]2)=[CH:2]1.[H-].[Na+].[CH3:25]I. Given the product [CH3:25][N:1]1[C:9]2[C:4](=[CH:5][CH:6]=[CH:7][CH:8]=2)[C:3]([CH:10]2[CH2:15][CH2:14][N:13]([C:16]([O:18][C:19]([CH3:22])([CH3:21])[CH3:20])=[O:17])[CH2:12][CH2:11]2)=[CH:2]1, predict the reactants needed to synthesize it.